Dataset: Full USPTO retrosynthesis dataset with 1.9M reactions from patents (1976-2016). Task: Predict the reactants needed to synthesize the given product. (1) Given the product [CH3:9][O:8][C:6](=[O:7])[C:5]1[CH:10]=[CH:11][C:2]([Br:17])=[C:3]([OH:12])[CH:4]=1, predict the reactants needed to synthesize it. The reactants are: N[C:2]1[CH:11]=[CH:10][C:5]([C:6]([O:8][CH3:9])=[O:7])=[CH:4][C:3]=1[OH:12].N([O-])=O.[Na+].[Br-:17].[Na+].S([O-])([O-])=O.[Na+].[Na+]. (2) Given the product [F:19][C:16]([F:17])([F:18])[C:13]1[N:11]2[N:12]=[C:7]([N:1]3[CH2:2][CH2:3][N:4]([CH2:30][C:25]4[CH:26]=[CH:27][CH:28]=[C:29]5[C:24]=4[CH:23]=[CH:22][N:21]=[CH:20]5)[CH2:5][CH2:6]3)[CH:8]=[CH:9][C:10]2=[N:15][N:14]=1, predict the reactants needed to synthesize it. The reactants are: [N:1]1([C:7]2[CH:8]=[CH:9][C:10]3[N:11]([C:13]([C:16]([F:19])([F:18])[F:17])=[N:14][N:15]=3)[N:12]=2)[CH2:6][CH2:5][NH:4][CH2:3][CH2:2]1.[CH:20]1[C:29]2[CH:28]=[CH:27][CH:26]=[C:25]([CH:30]=O)[C:24]=2[CH:23]=[CH:22][N:21]=1. (3) Given the product [C:77]([O:32][C:30]([N:21]1[CH2:22][CH2:24][CH:47]([C:45]2[CH:44]=[CH:43][C:42]([NH:53][C:16]([C:5]3[N:4]=[C:3]([Cl:2])[N:7]([CH2:8][O:9][CH2:10][CH2:11][Si:12]([CH3:13])([CH3:14])[CH3:15])[N:6]=3)=[O:18])=[C:41]([C:35]3[CH2:40][CH2:39][CH2:38][CH2:37][CH:36]=3)[CH:46]=2)[CH2:27][CH2:25]1)=[O:31])([CH3:76])([CH3:78])[CH3:87], predict the reactants needed to synthesize it. The reactants are: [K+].[Cl:2][C:3]1[N:7]([CH2:8][O:9][CH2:10][CH2:11][Si:12]([CH3:15])([CH3:14])[CH3:13])[N:6]=[C:5]([C:16]([O-:18])=O)[N:4]=1.CC[N:21]([CH:25]([CH3:27])C)[CH:22]([CH3:24])C.FC(F)(F)[C:30]([OH:32])=[O:31].[C:35]1([C:41]2[CH:46]=[C:45]([CH:47]3CCNCC3)[CH:44]=[CH:43][C:42]=2[NH:53]C(C2NC=C(C#N)N=2)=O)[CH2:40][CH2:39][CH2:38][CH2:37][CH:36]=1.C1CN([P+](Br)(N2[CH2:78][CH2:77][CH2:76]C2)N2CCCC2)CC1.F[P-](F)(F)(F)(F)F.[CH2:87](Cl)Cl. (4) The reactants are: [NH2:1][C:2]([CH3:30])([CH3:29])[CH2:3][NH:4][C:5](=[O:28])[NH:6][C:7]1[CH:26]=[CH:25][C:10]([CH2:11][CH:12]2[CH2:17][CH2:16][N:15](C(OC(C)(C)C)=O)[CH2:14][CH2:13]2)=[CH:9][C:8]=1[F:27].FC(F)(F)C(O)=O. Given the product [NH2:1][C:2]([CH3:30])([CH3:29])[CH2:3][NH:4][C:5]([NH:6][C:7]1[CH:26]=[CH:25][C:10]([CH2:11][CH:12]2[CH2:17][CH2:16][NH:15][CH2:14][CH2:13]2)=[CH:9][C:8]=1[F:27])=[O:28], predict the reactants needed to synthesize it.